Dataset: Aqueous solubility values for 9,982 compounds from the AqSolDB database. Task: Regression/Classification. Given a drug SMILES string, predict its absorption, distribution, metabolism, or excretion properties. Task type varies by dataset: regression for continuous measurements (e.g., permeability, clearance, half-life) or binary classification for categorical outcomes (e.g., BBB penetration, CYP inhibition). For this dataset (solubility_aqsoldb), we predict Y. The drug is CCC1CN2CCC1CC2C(O)c1ccnc2ccccc12. The Y is -2.63 log mol/L.